This data is from Ames mutagenicity test results for genotoxicity prediction. The task is: Regression/Classification. Given a drug SMILES string, predict its toxicity properties. Task type varies by dataset: regression for continuous values (e.g., LD50, hERG inhibition percentage) or binary classification for toxic/non-toxic outcomes (e.g., AMES mutagenicity, cardiotoxicity, hepatotoxicity). Dataset: ames. (1) The compound is Brc1ccc(Oc2cc(Br)c(Br)cc2Br)c(Br)c1. The result is 0 (non-mutagenic). (2) The drug is Cc1cc2c(c3ccc4c(c13)C1OC1C(O)C4O)CCC2. The result is 1 (mutagenic). (3) The drug is O=[N+]([O-])C(Cl)Cl. The result is 1 (mutagenic). (4) The compound is CN(C)c1ccc(C(c2ccccc2)c2ccc(N(C)C)cc2)cc1. The result is 0 (non-mutagenic). (5) The drug is C=C(C=O)CCC. The result is 1 (mutagenic). (6) The molecule is CN1CCN(N=O)CC1. The result is 1 (mutagenic).